From a dataset of Catalyst prediction with 721,799 reactions and 888 catalyst types from USPTO. Predict which catalyst facilitates the given reaction. (1) Reactant: [C:1]1([C@@H:7]2[CH2:13][NH:12][CH2:11][C:10]3[CH:14]=[CH:15][C:16]([C:18]([O:20][CH3:21])=[O:19])=[CH:17][C:9]=3[O:8]2)[CH:6]=[CH:5][CH:4]=[CH:3][CH:2]=1.[C:22](O)(C(F)(F)F)=[O:23].CCN(CC)CC. Product: [CH:22]([N:12]1[CH2:11][C:10]2[CH:14]=[CH:15][C:16]([C:18]([O:20][CH3:21])=[O:19])=[CH:17][C:9]=2[O:8][C@H:7]([C:1]2[CH:2]=[CH:3][CH:4]=[CH:5][CH:6]=2)[CH2:13]1)=[O:23]. The catalyst class is: 2. (2) Reactant: Cl[SiH:2]1[N:6]([CH:7]([CH3:9])[CH3:8])[CH:5]=[CH:4][N:3]1[CH:10]([CH3:12])[CH3:11].[CH:13]([NH2:16])([CH3:15])[CH3:14]. Product: [CH:10]([N:3]1[CH:4]=[CH:5][N:6]([CH:7]([CH3:9])[CH3:8])[SiH:2]1[NH:16][CH:13]([CH3:15])[CH3:14])([CH3:12])[CH3:11]. The catalyst class is: 81. (3) Reactant: [Cl:1][C:2]1[CH:7]=[C:6]2[NH:8][C:9](=[O:31])[C:10]3([CH:15]([C:16]4[CH:21]=[CH:20][CH:19]=[C:18]([Cl:22])[CH:17]=4)[CH2:14][C:13](=[O:23])[NH:12][CH:11]3[C:24]3[CH:29]=[CH:28][CH:27]=[C:26](I)[CH:25]=3)[C:5]2=[CH:4][CH:3]=1.C[Si]([C:36]#[CH:37])(C)C.C(N(CC)CC)C. Product: [Cl:1][C:2]1[CH:7]=[C:6]2[NH:8][C:9](=[O:31])[C:10]3([CH:15]([C:16]4[CH:21]=[CH:20][CH:19]=[C:18]([Cl:22])[CH:17]=4)[CH2:14][C:13](=[O:23])[NH:12][CH:11]3[C:24]3[CH:29]=[CH:28][CH:27]=[C:26]([C:36]#[CH:37])[CH:25]=3)[C:5]2=[CH:4][CH:3]=1. The catalyst class is: 804. (4) Reactant: [F:1][C:2]1[CH:10]=[CH:9][C:8]([I:11])=[CH:7][C:3]=1[C:4]([OH:6])=[O:5].[CH3:12]OS(OC)(=O)=O.C([O-])([O-])=O.[K+].[K+]. Product: [F:1][C:2]1[CH:10]=[CH:9][C:8]([I:11])=[CH:7][C:3]=1[C:4]([O:6][CH3:12])=[O:5]. The catalyst class is: 18. (5) Reactant: [NH2:1][C:2]1[CH:41]=[CH:40][C:5]([CH2:6][N:7]2[C:13]3[CH:14]=[CH:15][CH:16]=[CH:17][C:12]=3[N:11]([C:18]3[CH:23]=[CH:22][C:21]([CH2:24][NH:25][C:26]([O:28][C:29]([CH3:32])([CH3:31])[CH3:30])=[O:27])=[CH:20][CH:19]=3)[C:10](=[O:33])[CH:9]([CH2:34][C:35]([O:37][CH3:38])=[O:36])[C:8]2=[O:39])=[CH:4][CH:3]=1.C(N(CC)CC)C.[CH3:49][S:50](Cl)(=[O:52])=[O:51].CN(C1C=CC=CN=1)C. Product: [C:29]([O:28][C:26]([NH:25][CH2:24][C:21]1[CH:22]=[CH:23][C:18]([N:11]2[C:12]3[CH:17]=[CH:16][CH:15]=[CH:14][C:13]=3[N:7]([CH2:6][C:5]3[CH:40]=[CH:41][C:2]([NH:1][S:50]([CH3:49])(=[O:52])=[O:51])=[CH:3][CH:4]=3)[C:8](=[O:39])[CH:9]([CH2:34][C:35]([O:37][CH3:38])=[O:36])[C:10]2=[O:33])=[CH:19][CH:20]=1)=[O:27])([CH3:31])([CH3:32])[CH3:30]. The catalyst class is: 132. (6) Reactant: [NH2:1][C:2]1[CH:7]=[CH:6][CH:5]=[CH:4][C:3]=1[C:8](=[O:15])[CH2:9][CH2:10][Si:11]([CH3:14])([CH3:13])[CH3:12].[ClH:16].C(OCC)C. Product: [ClH:16].[NH2:1][C:2]1[CH:7]=[CH:6][CH:5]=[CH:4][C:3]=1[C:8](=[O:15])[CH2:9][CH2:10][Si:11]([CH3:14])([CH3:13])[CH3:12]. The catalyst class is: 27. (7) Reactant: CC1C=CC(S(O[CH2:12][CH:13]2[O:18][C:17]3[CH:19]=[C:20]([O:23][S:24]([CH3:27])(=[O:26])=[O:25])[CH:21]=[CH:22][C:16]=3[O:15][CH2:14]2)(=O)=O)=CC=1.[CH2:28]([NH2:31])[CH2:29][CH3:30]. Product: [CH3:27][S:24]([O:23][C:20]1[CH:21]=[CH:22][C:16]2[O:15][CH2:14][CH:13]([CH2:12][NH:31][CH2:28][CH2:29][CH3:30])[O:18][C:17]=2[CH:19]=1)(=[O:25])=[O:26]. The catalyst class is: 10. (8) Reactant: C(OC([N:11]1[CH2:15][CH2:14][CH2:13][C@H:12]1[C:16]1[N:20](CC2C=CC=CC=2)[N:19]=[N:18][N:17]=1)=O)C1C=CC=CC=1. The catalyst class is: 261. Product: [NH:11]1[CH2:15][CH2:14][CH2:13][C@H:12]1[C:16]1[NH:20][N:19]=[N:18][N:17]=1. (9) Reactant: Cl[C:2]1[CH:3]=[C:4]([C:9]2[N:13]3[C:14]4[N:22]=[C:21]([O:23][CH3:24])[CH:20]=[CH:19][C:15]=4[N:16]=[C:17]([CH3:18])[C:12]3=[C:11]([CH3:25])[N:10]=2)[CH:5]=[C:6](Cl)[CH:7]=1.[F:26][C:27]([F:39])([F:38])[O:28]C1C=CC=CC=1B(O)O.C([O-])([O-])=O.[K+].[K+]. Product: [CH3:24][O:23][C:21]1[CH:20]=[CH:19][C:15]2[N:16]=[C:17]([CH3:18])[C:12]3[N:13]([C:9]([C:4]4[CH:5]=[CH:6][CH:7]=[CH:2][C:3]=4[O:28][C:27]([F:39])([F:38])[F:26])=[N:10][C:11]=3[CH3:25])[C:14]=2[N:22]=1. The catalyst class is: 73.